From a dataset of Reaction yield outcomes from USPTO patents with 853,638 reactions. Predict the reaction yield, written as a fraction of the theoretical maximum amount of product (1.0 means a 100% yield; for example, 0.34 means a 34% yield). (1) The reactants are Br[C:2]1[CH:7]=[CH:6][C:5]([C:8]2[NH:13][C:12](=[O:14])[NH:11][CH:10]([C:15]3[CH:20]=[C:19]([N+:21]([O-:23])=[O:22])[C:18]([OH:24])=[C:17]([O:25][CH2:26][CH3:27])[CH:16]=3)[C:9]=2[C:28]2[CH:33]=[CH:32][CH:31]=[CH:30][CH:29]=2)=[CH:4][CH:3]=1.C(OC1C=C(C=[C:43]([N+:46]([O-])=O)C=1O)C=O)C.NC(N)=O.Cl. The catalyst is CCO. The product is [CH2:26]([O:25][C:17]1[CH:16]=[C:15]([CH:10]2[C:9]([C:28]3[CH:33]=[CH:32][CH:31]=[CH:30][C:29]=3[C:43]#[N:46])=[C:8]([C:5]3[CH:6]=[CH:7][CH:2]=[CH:3][CH:4]=3)[NH:13][C:12](=[O:14])[NH:11]2)[CH:20]=[C:19]([N+:21]([O-:23])=[O:22])[C:18]=1[OH:24])[CH3:27]. The yield is 0.290. (2) The yield is 0.830. The catalyst is C(OCC)(=O)C.[C-]#N.[Zn+2].[C-]#N.C1C=CC([P]([Pd]([P](C2C=CC=CC=2)(C2C=CC=CC=2)C2C=CC=CC=2)([P](C2C=CC=CC=2)(C2C=CC=CC=2)C2C=CC=CC=2)[P](C2C=CC=CC=2)(C2C=CC=CC=2)C2C=CC=CC=2)(C2C=CC=CC=2)C2C=CC=CC=2)=CC=1. The product is [CH3:16][C:13]1[O:12][C:11]([C:8]2[CH:9]=[CH:10][C:5]3[O:4][CH:3]=[C:2]([C:17]#[N:18])[C:6]=3[CH:7]=2)=[N:15][N:14]=1. The reactants are Br[C:2]1[C:6]2[CH:7]=[C:8]([C:11]3[O:12][C:13]([CH3:16])=[N:14][N:15]=3)[CH:9]=[CH:10][C:5]=2[O:4][CH:3]=1.[CH3:17][N:18](C)C=O. (3) The reactants are [O:1]1[CH:5]=[CH:4][N:3]=[C:2]1[C:6]1[N:11]=[C:10]2[CH2:12][CH2:13][CH2:14][C:9]2=[C:8]([NH:15][C:16]2[CH:21]=[CH:20][C:19]([CH2:22][C:23]([O:25]CC)=O)=[CH:18][CH:17]=2)[CH:7]=1.[NH3:28]. The catalyst is CO. The product is [O:1]1[CH:5]=[CH:4][N:3]=[C:2]1[C:6]1[N:11]=[C:10]2[CH2:12][CH2:13][CH2:14][C:9]2=[C:8]([NH:15][C:16]2[CH:21]=[CH:20][C:19]([CH2:22][C:23]([NH2:28])=[O:25])=[CH:18][CH:17]=2)[CH:7]=1. The yield is 0.630. (4) The reactants are Cl[C:2]1[N:7]=[CH:6][C:5]([C:8]([O:10][CH3:11])=[O:9])=[CH:4][N:3]=1.[F:12][C:13]1[CH:18]=[CH:17][C:16]([C:19]([CH3:23])([CH3:22])[CH2:20][NH2:21])=[CH:15][CH:14]=1.CCN(C(C)C)C(C)C. The yield is 0.770. The product is [F:12][C:13]1[CH:14]=[CH:15][C:16]([C:19]([CH3:23])([CH3:22])[CH2:20][NH:21][C:2]2[N:7]=[CH:6][C:5]([C:8]([O:10][CH3:11])=[O:9])=[CH:4][N:3]=2)=[CH:17][CH:18]=1. The catalyst is C1(C)C=CC=CC=1. (5) The reactants are [Cl:1][C:2]1[CH:7]=[CH:6][C:5]([OH:8])=[CH:4][C:3]=1[N+:9]([O-])=O.C(O)(=O)C. The catalyst is O.[Fe]. The product is [NH2:9][C:3]1[CH:4]=[C:5]([OH:8])[CH:6]=[CH:7][C:2]=1[Cl:1]. The yield is 0.880. (6) The reactants are [CH:1]1([N:7]([CH:18]2[CH2:23][CH2:22][CH2:21][CH2:20][CH2:19]2)[C:8]([NH:10][C:11]2[S:12][C:13]([CH:16]=O)=[CH:14][N:15]=2)=[O:9])[CH2:6][CH2:5][CH2:4][CH2:3][CH2:2]1.Cl.[O:25]=[S:26]1(=[O:32])[CH2:31][CH2:30][NH:29][CH2:28][CH2:27]1.C(O[BH-](OC(=O)C)OC(=O)C)(=O)C.[Na+]. No catalyst specified. The product is [CH:1]1([N:7]([CH:18]2[CH2:23][CH2:22][CH2:21][CH2:20][CH2:19]2)[C:8]([NH:10][C:11]2[S:12][C:13]([CH2:16][N:29]3[CH2:30][CH2:31][S:26](=[O:32])(=[O:25])[CH2:27][CH2:28]3)=[CH:14][N:15]=2)=[O:9])[CH2:6][CH2:5][CH2:4][CH2:3][CH2:2]1. The yield is 0.180. (7) The reactants are C[O:2][C:3]1[CH:8]=[CH:7][C:6]([C:9]2([C:12]([O:14][CH3:15])=[O:13])[CH2:11][CH2:10]2)=[CH:5][CH:4]=1.CCS.[Al+3].[Cl-].[Cl-].[Cl-]. The catalyst is C(Cl)Cl. The product is [CH3:15][O:14][C:12]([C:9]1([C:6]2[CH:5]=[CH:4][C:3]([OH:2])=[CH:8][CH:7]=2)[CH2:10][CH2:11]1)=[O:13]. The yield is 0.950. (8) The reactants are O=[C:2]([C:8]1[S:12][CH:11]=[N:10][CH:9]=1)[C:3]([O:5][CH2:6][CH3:7])=[O:4].C(O)C.C([O-])(=O)C.[Na+].Cl.[NH2:22][OH:23]. The catalyst is CCCCCC.C(OCC)(=O)C. The product is [OH:23][N:22]=[C:2]([C:8]1[S:12][CH:11]=[N:10][CH:9]=1)[C:3]([O:5][CH2:6][CH3:7])=[O:4]. The yield is 0.940. (9) The reactants are C([N:8]1[CH2:14][C:13]2[N:15]=[CH:16][C:17]([N:19]([CH:21]3[CH2:24][CH2:23][CH2:22]3)[CH3:20])=[N:18][C:12]=2[O:11][CH2:10][CH2:9]1)C1C=CC=CC=1.C(OCC)(=O)C.[ClH:31]. The catalyst is CO.[OH-].[OH-].[Pd+2]. The product is [ClH:31].[CH:21]1([N:19]([CH3:20])[C:17]2[CH:16]=[N:15][C:13]3[CH2:14][NH:8][CH2:9][CH2:10][O:11][C:12]=3[N:18]=2)[CH2:22][CH2:23][CH2:24]1. The yield is 0.650. (10) The reactants are [NH2:1][C:2]1[N:7]=[C:6]([S:8]([NH:11][C:12]([C:14]2[C:15](Cl)=[N:16][C:17]([Cl:20])=[N:18][CH:19]=2)=[O:13])(=[O:10])=[O:9])[CH:5]=[CH:4][CH:3]=1.Cl.[CH3:23][C:24]1([CH3:30])[CH2:28][C@H:27]([CH3:29])[CH2:26][NH:25]1.C(=O)([O-])[O-].[K+].[K+]. The catalyst is CS(C)=O. The product is [NH2:1][C:2]1[N:7]=[C:6]([S:8]([NH:11][C:12]([C:14]2[C:15]([N:25]3[CH2:26][C@@H:27]([CH3:29])[CH2:28][C:24]3([CH3:30])[CH3:23])=[N:16][C:17]([Cl:20])=[N:18][CH:19]=2)=[O:13])(=[O:10])=[O:9])[CH:5]=[CH:4][CH:3]=1. The yield is 0.300.